From a dataset of Full USPTO retrosynthesis dataset with 1.9M reactions from patents (1976-2016). Predict the reactants needed to synthesize the given product. (1) The reactants are: CS([C:4]1[N:8]=[C:7]([C:9]2[CH:14]=[CH:13][CH:12]=[CH:11][C:10]=2[F:15])[S:6][N:5]=1)=O.CS(C1N=C(C2C=CC=CC=2F)SN=1)(=O)=O.[CH2:32]([OH:36])[C:33]#[C:34][CH3:35].[H-].[Na+].[Cl-].[Na+]. Given the product [F:15][C:10]1[CH:11]=[CH:12][CH:13]=[CH:14][C:9]=1[C:7]1[S:6][N:5]=[C:4]([O:36][CH2:32][C:33]#[C:34][CH3:35])[N:8]=1, predict the reactants needed to synthesize it. (2) Given the product [CH3:41][S:42]([O:25][CH:23]1[CH2:24][N:21]([CH2:20][CH2:19][C@@H:18]([C:26]2[CH:31]=[CH:30][C:29]([Cl:32])=[C:28]([Cl:33])[CH:27]=2)[CH2:17][N:15]([C:13]([C:5]2[C:6]3[C:11](=[CH:10][CH:9]=[CH:8][CH:7]=3)[CH:12]=[C:3]([C:1]#[N:2])[CH:4]=2)=[O:14])[CH3:16])[CH2:22]1)(=[O:44])=[O:43], predict the reactants needed to synthesize it. The reactants are: [C:1]([C:3]1[CH:4]=[C:5]([C:13]([N:15]([CH2:17][C@H:18]([C:26]2[CH:31]=[CH:30][C:29]([Cl:32])=[C:28]([Cl:33])[CH:27]=2)[CH2:19][CH2:20][N:21]2[CH2:24][CH:23]([OH:25])[CH2:22]2)[CH3:16])=[O:14])[C:6]2[C:11]([CH:12]=1)=[CH:10][CH:9]=[CH:8][CH:7]=2)#[N:2].C(N(CC)CC)C.[CH3:41][S:42](Cl)(=[O:44])=[O:43]. (3) Given the product [CH2:1]([N:3]1[CH2:8][C:7]([CH3:9])([CH3:10])[O:6][C:5](=[O:11])[CH:4]1[CH2:12][C:13]([NH:33][C:34]1[CH:35]=[CH:36][CH:37]=[CH:38][N:39]=1)=[O:15])[CH3:2], predict the reactants needed to synthesize it. The reactants are: [CH2:1]([N:3]1[CH2:8][C:7]([CH3:10])([CH3:9])[O:6][C:5](=[O:11])[CH:4]1[CH2:12][C:13]([OH:15])=O)[CH3:2].C(N(C(C)C)CC)(C)C.CN(C(O[N:33]1N=N[C:35]2[CH:36]=[CH:37][CH:38]=[N:39][C:34]1=2)=[N+](C)C)C.F[P-](F)(F)(F)(F)F.NC1C=CC=CN=1. (4) Given the product [NH2:1][C:2]1[C:7]([NH2:8])=[CH:6][CH:5]=[C:4]([Br:11])[N:3]=1, predict the reactants needed to synthesize it. The reactants are: [NH2:1][C:2]1[C:7]([N+:8]([O-])=O)=[CH:6][CH:5]=[C:4]([Br:11])[N:3]=1.O.Cl. (5) Given the product [C:28]([C:23]1[CH:22]=[C:21]([C@H:11]2[CH2:10][C@@H:9]([OH:8])[CH2:13][N:12]2[C:14]([O:16][C:17]([CH3:20])([CH3:19])[CH3:18])=[O:15])[CH:26]=[C:25]([F:27])[CH:24]=1)#[N:29].[C:28]([C:23]1[CH:22]=[C:21]([C@@H:11]2[CH2:10][C@@H:9]([OH:8])[CH2:13][N:12]2[C:14]([O:16][C:17]([CH3:20])([CH3:19])[CH3:18])=[O:15])[CH:26]=[C:25]([F:27])[CH:24]=1)#[N:29], predict the reactants needed to synthesize it. The reactants are: [Si]([O:8][C@H:9]1[CH2:13][N:12]([C:14]([O:16][C:17]([CH3:20])([CH3:19])[CH3:18])=[O:15])[CH:11]([C:21]2[CH:26]=[C:25]([F:27])[CH:24]=[C:23]([C:28]#[N:29])[CH:22]=2)[CH2:10]1)(C(C)(C)C)(C)C.CCCC[N+](CCCC)(CCCC)CCCC.[F-]. (6) Given the product [CH:70]1([CH2:73][O:74][C:75]2[C:76]([C:85]3[C:94]4[C:89](=[CH:90][C:91]([F:95])=[CH:92][CH:93]=4)[C:88](=[O:96])[N:87]([CH3:97])[CH:86]=3)=[N:77][C:78]([NH:102][S:99]([CH3:98])(=[O:101])=[O:100])=[N:79][CH:80]=2)[CH2:71][CH2:72]1, predict the reactants needed to synthesize it. The reactants are: BrC1C2C(=CC(F)=CC=2)C(=O)NC=1.CC1(C)C(C)(C)OB(B2OC(C)(C)C(C)(C)O2)O1.FC1C=C2C(C(B3OC(C)(C)C(C)(C)O3)=CN(C)C2=O)=CC=1.ClC1C(OCC2CC2)=CN=C(S(C)(=O)=O)N=1.[CH:70]1([CH2:73][O:74][C:75]2[C:76]([C:85]3[C:94]4[C:89](=[CH:90][C:91]([F:95])=[CH:92][CH:93]=4)[C:88](=[O:96])[N:87]([CH3:97])[CH:86]=3)=[N:77][C:78](S(C)(=O)=O)=[N:79][CH:80]=2)[CH2:72][CH2:71]1.[CH3:98][S:99]([NH2:102])(=[O:101])=[O:100]. (7) Given the product [CH3:3][CH:4]([CH2:20][CH2:21][CH:22]=[C:23]([CH3:25])[CH3:24])[CH2:5][CH2:6][O:7][C:8](=[O:19])[CH2:9][CH2:10][CH:11]([OH:18])[CH2:12][CH2:13][CH2:14][CH2:15][CH2:16][CH3:17], predict the reactants needed to synthesize it. The reactants are: [BH4-].[Na+].[CH3:3][CH:4]([CH2:20][CH2:21][CH:22]=[C:23]([CH3:25])[CH3:24])[CH2:5][CH2:6][O:7][C:8](=[O:19])[CH2:9][CH2:10][C:11](=[O:18])[CH2:12][CH2:13][CH2:14][CH2:15][CH2:16][CH3:17].